From a dataset of Forward reaction prediction with 1.9M reactions from USPTO patents (1976-2016). Predict the product of the given reaction. (1) Given the reactants [CH2:1]([O:8][C:9]([N:11]1[CH2:25][CH2:24][C:15]2=[C:16](Cl)[N:17]3[C:21]([N:22]=[C:14]2[CH2:13][CH2:12]1)=[CH:20][CH:19]=[N:18]3)=[O:10])[C:2]1[CH:7]=[CH:6][CH:5]=[CH:4][CH:3]=1.[NH:26]1[CH2:31][CH2:30][O:29][CH2:28][CH2:27]1.O, predict the reaction product. The product is: [CH2:1]([O:8][C:9]([N:11]1[CH2:25][CH2:24][C:15]2=[C:16]([N:26]3[CH2:31][CH2:30][O:29][CH2:28][CH2:27]3)[N:17]3[C:21]([N:22]=[C:14]2[CH2:13][CH2:12]1)=[CH:20][CH:19]=[N:18]3)=[O:10])[C:2]1[CH:7]=[CH:6][CH:5]=[CH:4][CH:3]=1. (2) Given the reactants [Na].[Cl:2][C:3]1[CH:4]=[C:5]2[C:9](=[CH:10][CH:11]=1)[C:8](=O)[CH2:7][CH2:6]2.[N+:13](CS(C1C=CC(C)=CC=1)(=O)=O)#[C-:14], predict the reaction product. The product is: [Cl:2][C:3]1[CH:4]=[C:5]2[C:9](=[CH:10][CH:11]=1)[CH:8]([C:14]#[N:13])[CH2:7][CH2:6]2. (3) Given the reactants [CH2:1]([CH:3]([C:6]1[C:10]([CH2:11][CH2:12][CH2:13][OH:14])=[CH:9][N:8]([C:15]2[CH:20]=[CH:19][C:18]([C:21]([F:24])([F:23])[F:22])=[CH:17][N:16]=2)[N:7]=1)[CH2:4][CH3:5])[CH3:2].[F:25][C:26]1[C:27](O)=[C:28]([CH2:32][C:33]([O:35]C)=[O:34])[CH:29]=[CH:30][CH:31]=1.C(P(CCCC)CCCC)CCC.N(C(N1CCCCC1)=O)=NC(N1CCCCC1)=O, predict the reaction product. The product is: [CH2:1]([CH:3]([C:6]1[C:10]([CH2:11][CH2:12][CH2:13][O:14][C:27]2[C:26]([F:25])=[CH:31][CH:30]=[CH:29][C:28]=2[CH2:32][C:33]([OH:35])=[O:34])=[CH:9][N:8]([C:15]2[CH:20]=[CH:19][C:18]([C:21]([F:23])([F:24])[F:22])=[CH:17][N:16]=2)[N:7]=1)[CH2:4][CH3:5])[CH3:2]. (4) The product is: [CH3:24][S:23][C:18]1[S:19][C:20]([C:21]#[N:22])=[C:16]([NH:15][C:2]2[C:7]3[C:8]4[CH2:14][CH2:13][CH2:12][CH2:11][C:9]=4[Se:10][C:6]=3[N:5]=[CH:4][N:3]=2)[N:17]=1. Given the reactants Cl[C:2]1[C:7]2[C:8]3[CH2:14][CH2:13][CH2:12][CH2:11][C:9]=3[Se:10][C:6]=2[N:5]=[CH:4][N:3]=1.[NH2:15][C:16]1[N:17]=[C:18]([S:23][CH3:24])[S:19][C:20]=1[C:21]#[N:22].[OH-].[Na+], predict the reaction product. (5) Given the reactants Cl[C:2]1[C:11]2[C:6](=[CH:7][CH:8]=[C:9]([Cl:12])[N:10]=2)[N:5]=[CH:4][C:3]=1[C:13]([CH:15]1[CH2:17][CH2:16]1)=[O:14].[NH2:18][C:19]1[CH:20]=[CH:21][C:22]([N:25]2[CH2:30][CH2:29][CH2:28][C@@H:27]([NH:31][C:32](=[O:38])[O:33][C:34]([CH3:37])([CH3:36])[CH3:35])[CH2:26]2)=[N:23][CH:24]=1, predict the reaction product. The product is: [Cl:12][C:9]1[N:10]=[C:11]2[C:6](=[CH:7][CH:8]=1)[N:5]=[CH:4][C:3]([C:13]([CH:15]1[CH2:17][CH2:16]1)=[O:14])=[C:2]2[NH:18][C:19]1[CH:20]=[CH:21][C:22]([N:25]2[CH2:30][CH2:29][CH2:28][C@@H:27]([NH:31][C:32](=[O:38])[O:33][C:34]([CH3:36])([CH3:35])[CH3:37])[CH2:26]2)=[N:23][CH:24]=1. (6) Given the reactants [SH:1][C:2]1[CH:7]=[C:6]([CH3:8])[C:5]([OH:9])=[C:4]([CH3:10])[C:3]=1[CH3:11].[CH:12]([O:17]C)(OC)[O:13][CH3:14], predict the reaction product. The product is: [CH3:14][O:13][C:12](=[O:17])[CH2:2][C:3]([S:1][C:2]1[CH:7]=[C:6]([CH3:8])[C:5]([OH:9])=[C:4]([CH3:10])[C:3]=1[CH3:11])([CH3:11])[CH3:4]. (7) Given the reactants [O:1]=[S:2]1(=[O:28])[C:7]2[CH:8]=[CH:9][CH:10]=[CH:11][C:6]=2[NH:5][C:4]([C:12]2[C:17](=[O:18])[N:16]([N:19]=[CH:20]C(C)C)[C:15]3[CH:24]=[CH:25][S:26][C:14]=3[C:13]=2[OH:27])=[N:3]1.CO.[BH4-].[Li+].Cl.O1[CH2:38][CH2:37][CH2:36][CH2:35]1, predict the reaction product. The product is: [O:1]=[S:2]1(=[O:28])[C:7]2[CH:8]=[CH:9][CH:10]=[CH:11][C:6]=2[NH:5][C:4]([C:12]2[C:17](=[O:18])[N:16]([NH:19][CH2:20][CH2:35][CH2:36][CH2:37][CH3:38])[C:15]3[CH:24]=[CH:25][S:26][C:14]=3[C:13]=2[OH:27])=[N:3]1. (8) Given the reactants I[C:2]1[CH:7]=[CH:6][C:5]([C:8]2[O:12][C:11]([N:13]3[CH:19]4[CH2:20][CH2:21][N:16]([CH2:17][CH2:18]4)[CH2:15][CH2:14]3)=[N:10][N:9]=2)=[CH:4][CH:3]=1.[C:22]1([C:28]#[CH:29])[CH:27]=[CH:26][CH:25]=[CH:24][CH:23]=1.C(N(C(C)C)CC)(C)C, predict the reaction product. The product is: [C:22]1([C:28]#[C:29][C:2]2[CH:7]=[CH:6][C:5]([C:8]3[O:12][C:11]([N:13]4[CH:19]5[CH2:20][CH2:21][N:16]([CH2:17][CH2:18]5)[CH2:15][CH2:14]4)=[N:10][N:9]=3)=[CH:4][CH:3]=2)[CH:27]=[CH:26][CH:25]=[CH:24][CH:23]=1.